Task: Predict the reaction yield, written as a fraction of the theoretical maximum amount of product (1.0 means a 100% yield; for example, 0.34 means a 34% yield).. Dataset: Reaction yield outcomes from USPTO patents with 853,638 reactions (1) The reactants are I[C:2]1[C:3]2[C:8]([C:9]([C:16]3[CH:21]=[CH:20][CH:19]=[CH:18][CH:17]=3)=[C:10]3[C:15]=1[CH:14]=[CH:13][CH:12]=[CH:11]3)=[CH:7][CH:6]=[CH:5][CH:4]=2.[Br:22][C:23]1[CH:28]=[CH:27][C:26](B(O)O)=[CH:25][CH:24]=1.C(=O)([O-])[O-].[K+].[K+]. The catalyst is C1C=CC([P]([Pd]([P](C2C=CC=CC=2)(C2C=CC=CC=2)C2C=CC=CC=2)([P](C2C=CC=CC=2)(C2C=CC=CC=2)C2C=CC=CC=2)[P](C2C=CC=CC=2)(C2C=CC=CC=2)C2C=CC=CC=2)(C2C=CC=CC=2)C2C=CC=CC=2)=CC=1.C1(C)C=CC=CC=1. The product is [Br:22][C:23]1[CH:28]=[CH:27][C:26]([C:2]2[C:3]3[C:8]([C:9]([C:16]4[CH:21]=[CH:20][CH:19]=[CH:18][CH:17]=4)=[C:10]4[C:15]=2[CH:14]=[CH:13][CH:12]=[CH:11]4)=[CH:7][CH:6]=[CH:5][CH:4]=3)=[CH:25][CH:24]=1. The yield is 0.450. (2) The reactants are [N:1]1[N:5]2[C:6]3[CH:14]=[CH:13][CH:12]=[CH:11][C:7]=3[O:8][CH2:9][CH2:10][C:4]2=[N:3][C:2]=1[C:15]([OH:17])=O.C[N:19](C)C=O.F[P-](F)(F)(F)(F)F.C[N+](C)=C(N(C)C)ON1C2N=CC=CC=2N=N1.ClC1C=CC2N=NN(O)C=2C=1.[Cl-].[NH4+].C(N(CC)C(C)C)(C)C. The catalyst is C(#N)C.O. The product is [N:1]1[N:5]2[C:6]3[CH:14]=[CH:13][CH:12]=[CH:11][C:7]=3[O:8][CH2:9][CH2:10][C:4]2=[N:3][C:2]=1[C:15]([NH2:19])=[O:17]. The yield is 0.310.